The task is: Regression. Given a peptide amino acid sequence and an MHC pseudo amino acid sequence, predict their binding affinity value. This is MHC class I binding data.. This data is from Peptide-MHC class I binding affinity with 185,985 pairs from IEDB/IMGT. (1) The peptide sequence is LYKLMGHFSW. The MHC is HLA-A24:02 with pseudo-sequence HLA-A24:02. The binding affinity (normalized) is 0.591. (2) The peptide sequence is YLLFNHFSV. The MHC is HLA-A02:06 with pseudo-sequence HLA-A02:06. The binding affinity (normalized) is 1.00. (3) The peptide sequence is FPASHMATY. The MHC is HLA-A80:01 with pseudo-sequence HLA-A80:01. The binding affinity (normalized) is 0.0847. (4) The binding affinity (normalized) is 0.124. The peptide sequence is ARDNRRGL. The MHC is HLA-B27:05 with pseudo-sequence HLA-B27:05. (5) The peptide sequence is YTPLNYSKF. The MHC is HLA-A26:01 with pseudo-sequence HLA-A26:01. The binding affinity (normalized) is 0.801. (6) The MHC is HLA-B35:01 with pseudo-sequence HLA-B35:01. The peptide sequence is MAICSAVPT. The binding affinity (normalized) is 0.418. (7) The peptide sequence is EVFEIIRSY. The MHC is HLA-A26:02 with pseudo-sequence HLA-A26:02. The binding affinity (normalized) is 1.00.